From a dataset of Forward reaction prediction with 1.9M reactions from USPTO patents (1976-2016). Predict the product of the given reaction. (1) The product is: [CH:20]1[C:28]2[C:27]3[CH:29]=[CH:30][CH:31]=[CH:32][C:26]=3[O:25][C:24]=2[CH:23]=[CH:22][C:21]=1[CH2:33][N:1]1[CH:2]([C:10]2[C:15]([O:16][CH3:17])=[CH:14][CH:13]=[CH:12][C:11]=2[O:18][CH3:19])[CH2:3][CH2:4][CH2:5][C:6]1=[O:8]. Given the reactants [NH2:1][CH:2]([C:10]1[C:15]([O:16][CH3:17])=[CH:14][CH:13]=[CH:12][C:11]=1[O:18][CH3:19])[CH2:3][CH2:4][CH2:5][C:6]([O:8]C)=O.[CH:20]1[C:28]2[C:27]3[CH:29]=[CH:30][CH:31]=[CH:32][C:26]=3[O:25][C:24]=2[CH:23]=[CH:22][C:21]=1[CH:33]=O, predict the reaction product. (2) Given the reactants C[O:2][C:3]([CH:5]1[CH2:8][N:7]([CH2:9][C:10]2[CH:15]=[CH:14][C:13]([CH2:16][S:17][C:18]3[CH:23]=[CH:22][C:21]([C:24]4[CH:29]=[CH:28][CH:27]=[CH:26][CH:25]=4)=[C:20]([C:30]([F:33])([F:32])[F:31])[CH:19]=3)=[CH:12][CH:11]=2)[CH2:6]1)=[O:4].O[Li].O, predict the reaction product. The product is: [F:32][C:30]([F:31])([F:33])[C:20]1[CH:19]=[C:18]([S:17][CH2:16][C:13]2[CH:14]=[CH:15][C:10]([CH2:9][N:7]3[CH2:8][CH:5]([C:3]([OH:4])=[O:2])[CH2:6]3)=[CH:11][CH:12]=2)[CH:23]=[CH:22][C:21]=1[C:24]1[CH:25]=[CH:26][CH:27]=[CH:28][CH:29]=1. (3) Given the reactants [F:1][C:2]1[C:3]([NH:22][C:23]2[CH:28]=[CH:27][C:26](I)=[CH:25][C:24]=2[F:30])=[C:4]([CH:12]=[C:13]([CH:16]=[N:17][O:18][CH2:19][CH2:20][OH:21])[C:14]=1[F:15])[C:5]([NH:7][O:8][CH2:9][CH2:10][OH:11])=[O:6].C(N(CC)C(C)C)(C)C.[CH3:40][Si:41]([C:44]#[CH:45])([CH3:43])[CH3:42], predict the reaction product. The product is: [F:1][C:2]1[C:3]([NH:22][C:23]2[CH:28]=[CH:27][C:26]([C:45]#[C:44][Si:41]([CH3:43])([CH3:42])[CH3:40])=[CH:25][C:24]=2[F:30])=[C:4]([CH:12]=[C:13](/[CH:16]=[N:17]/[O:18][CH2:19][CH2:20][OH:21])[C:14]=1[F:15])[C:5]([NH:7][O:8][CH2:9][CH2:10][OH:11])=[O:6].